From a dataset of Forward reaction prediction with 1.9M reactions from USPTO patents (1976-2016). Predict the product of the given reaction. (1) Given the reactants CO[C:3]1[C:4](=[O:14])[NH:5][C:6]2[C:11]([N:12]=1)=[CH:10][CH:9]=[CH:8][C:7]=2[CH3:13].[CH3:15][N:16]1[CH2:21][CH2:20][NH:19][CH2:18][CH2:17]1.OC1C=CC=CN=1, predict the reaction product. The product is: [CH3:13][C:7]1[CH:8]=[CH:9][CH:10]=[C:11]2[C:6]=1[NH:5][C:4](=[O:14])[C:3]([N:19]1[CH2:20][CH2:21][N:16]([CH3:15])[CH2:17][CH2:18]1)=[N:12]2. (2) Given the reactants Cl[C:2]1[C:11]2[C:6](=[CH:7][C:8]([O:14][CH3:15])=[C:9]([O:12][CH3:13])[CH:10]=2)[N:5]=[CH:4][N:3]=1.[Br:16][C:17]1[CH:25]=[CH:24][CH:23]=[C:22]2[C:18]=1[CH2:19][CH2:20][NH:21]2.[I-].[Na+].C(=O)([O-])[O-].[K+].[K+], predict the reaction product. The product is: [Br:16][C:17]1[CH:25]=[CH:24][CH:23]=[C:22]2[C:18]=1[CH2:19][CH2:20][N:21]2[C:2]1[C:11]2[C:6](=[CH:7][C:8]([O:14][CH3:15])=[C:9]([O:12][CH3:13])[CH:10]=2)[N:5]=[CH:4][N:3]=1. (3) The product is: [CH3:1][O:2][C:3]([C:5]1[CH2:6][N:7]([C:21]([O:23][C:24]([CH3:27])([CH3:26])[CH3:25])=[O:22])[CH2:8][CH2:9][C:10]=1[C:11]1[CH:16]=[CH:15][C:14]([CH2:17][CH2:18][CH2:19][O:20][C:30]2[CH:31]=[CH:32][CH:33]=[CH:34][C:29]=2[Cl:28])=[CH:13][CH:12]=1)=[O:4]. Given the reactants [CH3:1][O:2][C:3]([C:5]1[CH2:6][N:7]([C:21]([O:23][C:24]([CH3:27])([CH3:26])[CH3:25])=[O:22])[CH2:8][CH2:9][C:10]=1[C:11]1[CH:16]=[CH:15][C:14]([CH2:17][CH2:18][CH2:19][OH:20])=[CH:13][CH:12]=1)=[O:4].[Cl:28][C:29]1[CH:34]=[CH:33][CH:32]=[CH:31][C:30]=1O.C(P(CCCC)CCCC)CCC.CCN(C(C)C)C(C)C, predict the reaction product. (4) Given the reactants [H-].[Na+].[OH:3][C@:4]1([C:22]2[CH:23]=[C:24]([C:28]3[CH:33]=[CH:32][CH:31]=[C:30]([CH:34]=[CH2:35])[CH:29]=3)[CH:25]=[CH:26][CH:27]=2)[CH2:8][N:7]([C:9]([O:11][CH2:12][CH2:13][Si:14]([CH3:17])([CH3:16])[CH3:15])=[O:10])[C@H:6]([C:18]([O:20][CH3:21])=[O:19])[CH2:5]1.[CH3:36]I, predict the reaction product. The product is: [CH3:36][O:3][C@:4]1([C:22]2[CH:23]=[C:24]([C:28]3[CH:33]=[CH:32][CH:31]=[C:30]([CH:34]=[CH2:35])[CH:29]=3)[CH:25]=[CH:26][CH:27]=2)[CH2:8][N:7]([C:9]([O:11][CH2:12][CH2:13][Si:14]([CH3:17])([CH3:16])[CH3:15])=[O:10])[C@H:6]([C:18]([O:20][CH3:21])=[O:19])[CH2:5]1. (5) Given the reactants Cl[C:2]([O:4][CH3:5])=[O:3].[NH2:6][CH2:7][C@H:8]1[O:12][C:11](=[O:13])[N:10]([C:14]2[CH:15]=[C:16]3[C:20](=[C:21]([F:23])[CH:22]=2)[N:19]([CH:24]2[CH2:26][CH2:25]2)[C:18](=[O:27])[CH2:17]3)[CH2:9]1.C(N(C(C)C)CC)(C)C, predict the reaction product. The product is: [CH3:5][O:4][C:2](=[O:3])[NH:6][CH2:7][C@@H:8]1[O:12][C:11](=[O:13])[N:10]([C:14]2[CH:15]=[C:16]3[C:20](=[C:21]([F:23])[CH:22]=2)[N:19]([CH:24]2[CH2:26][CH2:25]2)[C:18](=[O:27])[CH2:17]3)[CH2:9]1. (6) Given the reactants Br[C:2]1[CH:10]=[CH:9][C:8]([Cl:11])=[C:7]2[C:3]=1[CH:4]=[CH:5][NH:6]2.[B:12]1([B:12]2[O:16][C:15]([CH3:18])([CH3:17])[C:14]([CH3:20])([CH3:19])[O:13]2)[O:16][C:15]([CH3:18])([CH3:17])[C:14]([CH3:20])([CH3:19])[O:13]1.CC([O-])=O.[K+], predict the reaction product. The product is: [Cl:11][C:8]1[CH:9]=[CH:10][C:2]([B:12]2[O:16][C:15]([CH3:18])([CH3:17])[C:14]([CH3:20])([CH3:19])[O:13]2)=[C:3]2[C:7]=1[NH:6][CH:5]=[CH:4]2. (7) Given the reactants Cl[CH2:2][CH2:3][NH:4][C:5]([NH:7][CH2:8][CH2:9][NH:10][C:11]([C:13]1[N:14]=[N:15][N:16]([C:24]2[CH:29]=[CH:28][C:27]([C:30]([NH:32][CH2:33][C:34]([F:37])([F:36])[F:35])=[O:31])=[CH:26][CH:25]=2)[C:17]=1[CH2:18][CH2:19][CH2:20][CH2:21][CH2:22][F:23])=[O:12])=[O:6].CC(C)([O-])C.[K+].Cl, predict the reaction product. The product is: [F:23][CH2:22][CH2:21][CH2:20][CH2:19][CH2:18][C:17]1[N:16]([C:24]2[CH:29]=[CH:28][C:27]([C:30]([NH:32][CH2:33][C:34]([F:37])([F:36])[F:35])=[O:31])=[CH:26][CH:25]=2)[N:15]=[N:14][C:13]=1[C:11]([NH:10][CH2:9][CH2:8][N:7]1[CH2:2][CH2:3][NH:4][C:5]1=[O:6])=[O:12]. (8) Given the reactants [CH3:1][O:2][C:3]1[CH:4]=[CH:5][C:6]([C:12](=O)[C:13]2[CH:18]=[CH:17][C:16]([C:19]([F:22])([F:21])[F:20])=[CH:15][CH:14]=2)=[C:7]([CH:11]=1)[C:8](O)=[O:9].O.[NH2:25][NH2:26], predict the reaction product. The product is: [CH3:1][O:2][C:3]1[CH:11]=[C:7]2[C:6]([C:12]([C:13]3[CH:18]=[CH:17][C:16]([C:19]([F:22])([F:21])[F:20])=[CH:15][CH:14]=3)=[N:25][NH:26][C:8]2=[O:9])=[CH:5][CH:4]=1. (9) The product is: [NH2:24][C:25]1[N:30]=[C:29]([CH:31]2[CH2:36][CH2:35][CH2:34][N:33]([C:37]([O:39][C:40]([CH3:43])([CH3:41])[CH3:42])=[O:38])[CH2:32]2)[CH:28]=[C:27]([C:44]2[C:45]([O:51][S:10]([C:13]([F:16])([F:15])[F:14])(=[O:12])=[O:11])=[CH:46][CH:47]=[CH:48][C:49]=2[O:50][S:10]([C:13]([F:16])([F:15])[F:14])(=[O:12])=[O:11])[N:26]=1. Given the reactants [H-].[Na+].C1C=CC(N([S:10]([C:13]([F:16])([F:15])[F:14])(=[O:12])=[O:11])[S:10]([C:13]([F:16])([F:15])[F:14])(=[O:12])=[O:11])=CC=1.[NH2:24][C:25]1[N:30]=[C:29]([CH:31]2[CH2:36][CH2:35][CH2:34][N:33]([C:37]([O:39][C:40]([CH3:43])([CH3:42])[CH3:41])=[O:38])[CH2:32]2)[CH:28]=[C:27]([C:44]2[C:49]([OH:50])=[CH:48][CH:47]=[CH:46][C:45]=2[OH:51])[N:26]=1.[Cl-].[NH4+], predict the reaction product. (10) Given the reactants C(NC(C)C)(C)C.[Li].[O:9]=[C:10]1[CH2:15][CH2:14][CH:13]([C:16]([O:18][CH2:19][CH3:20])=[O:17])[CH2:12][CH2:11]1.C1C=CC(N([S:28]([C:31]([F:34])([F:33])[F:32])(=[O:30])=[O:29])[S:28]([C:31]([F:34])([F:33])[F:32])(=[O:30])=[O:29])=CC=1, predict the reaction product. The product is: [F:32][C:31]([F:34])([F:33])[S:28]([O:9][C:10]1[CH2:15][CH2:14][CH:13]([C:16]([O:18][CH2:19][CH3:20])=[O:17])[CH2:12][CH:11]=1)(=[O:30])=[O:29].